This data is from Full USPTO retrosynthesis dataset with 1.9M reactions from patents (1976-2016). The task is: Predict the reactants needed to synthesize the given product. (1) Given the product [C:20]([C:23]1[N:14]([OH:15])[C:7]2=[C:8]3[C:13](=[C:4]4[CH:3]=[C:2]([F:1])[CH:18]=[CH:17][C:5]4=[C:6]2[N:29]=1)[CH:12]=[N:11][CH:10]=[CH:9]3)([CH3:22])([CH3:21])[CH3:19], predict the reactants needed to synthesize it. The reactants are: [F:1][C:2]1[CH:18]=[CH:17][C:5]2[C:6](=O)/[C:7](=[N:14]/[OH:15])/[C:8]3[CH:9]=[CH:10][N:11]=[CH:12][C:13]=3[C:4]=2[CH:3]=1.[CH3:19][C:20]([CH:23]=O)([CH3:22])[CH3:21].C([O-])(=O)C.[NH4+:29].[OH-].[Na+]. (2) Given the product [F:19][C:20]([F:31])([F:30])[C:21]1[CH:26]=[CH:25][C:24]([C:2]2[N:11]=[C:10]([CH2:12][CH2:13][NH2:14])[C:9]3[C:4](=[CH:5][C:6]([C:15]([F:18])([F:17])[F:16])=[CH:7][CH:8]=3)[N:3]=2)=[CH:23][CH:22]=1, predict the reactants needed to synthesize it. The reactants are: Cl[C:2]1[N:11]=[C:10]([CH2:12][CH2:13][NH2:14])[C:9]2[C:4](=[CH:5][C:6]([C:15]([F:18])([F:17])[F:16])=[CH:7][CH:8]=2)[N:3]=1.[F:19][C:20]([F:31])([F:30])[C:21]1[CH:26]=[CH:25][C:24](B(O)O)=[CH:23][CH:22]=1.C(=O)([O-])[O-].[Na+].[Na+]. (3) Given the product [NH2:24][C:21]1[CH:20]=[CH:19][C:18]([CH:7]2[S:6][C:5](=[N:4][CH:1]([CH3:3])[CH3:2])[N:9]([CH2:10][C:11]3[CH:16]=[CH:15][CH:14]=[CH:13][N:12]=3)[C:8]2=[O:17])=[CH:23][CH:22]=1, predict the reactants needed to synthesize it. The reactants are: [CH:1]([N:4]=[C:5]1[N:9]([CH2:10][C:11]2[CH:16]=[CH:15][CH:14]=[CH:13][N:12]=2)[C:8](=[O:17])[CH:7]([C:18]2[CH:23]=[CH:22][C:21]([N+:24]([O-])=O)=[CH:20][CH:19]=2)[S:6]1)([CH3:3])[CH3:2]. (4) Given the product [F:5][CH2:4][CH:3]([O:6][C:7]1[CH:8]=[C:9]([CH:19]=[C:20]([OH:22])[CH:21]=1)[C:10]([NH:12][C:13]1[CH:17]=[CH:16][N:15]([CH3:18])[N:14]=1)=[O:11])[CH2:2][F:1], predict the reactants needed to synthesize it. The reactants are: [F:1][CH2:2][CH:3]([O:6][C:7]1[CH:8]=[C:9]([CH:19]=[C:20]([O:22]CC2C=CC=CC=2)[CH:21]=1)[C:10]([NH:12][C:13]1[CH:17]=[CH:16][N:15]([CH3:18])[N:14]=1)=[O:11])[CH2:4][F:5]. (5) Given the product [C:24]1([C:49]2[CH:50]=[CH:51][CH:52]=[CH:53][CH:54]=2)[CH:29]=[CH:28][CH:27]=[C:26]([C:30]2[O:31][C:32]([CH3:48])=[C:33]([CH2:35][CH2:36][O:13][C:10]3[CH:11]=[CH:12][C:7]([CH2:6][C:5]([CH3:14])([O:15][C:16]4[CH:17]=[C:18]([CH3:22])[CH:19]=[CH:20][CH:21]=4)[C:4]([OH:3])=[O:23])=[CH:8][CH:9]=3)[N:34]=2)[CH:25]=1, predict the reactants needed to synthesize it. The reactants are: C([O:3][C:4](=[O:23])[C:5]([O:15][C:16]1[CH:17]=[C:18]([CH3:22])[CH:19]=[CH:20][CH:21]=1)([CH3:14])[CH2:6][C:7]1[CH:12]=[CH:11][C:10]([OH:13])=[CH:9][CH:8]=1)C.[C:24]1([C:49]2[CH:54]=[CH:53][CH:52]=[CH:51][CH:50]=2)[CH:29]=[CH:28][CH:27]=[C:26]([C:30]2[O:31][C:32]([CH3:48])=[C:33]([CH2:35][CH2:36]OS(C3C=CC(C)=CC=3)(=O)=O)[N:34]=2)[CH:25]=1.C([O-])([O-])=O.[K+].[K+].[OH-].[Na+].